This data is from Catalyst prediction with 721,799 reactions and 888 catalyst types from USPTO. The task is: Predict which catalyst facilitates the given reaction. (1) Reactant: [NH2:1][C:2]1[CH:7]=[CH:6][C:5]([S:8]([CH3:11])(=[NH:10])=[O:9])=[C:4]([O:12][CH3:13])[CH:3]=1.[Br:14][C:15]1[C:16]([O:22][C@H:23]([CH3:27])[C@H:24]([OH:26])[CH3:25])=[N:17][C:18](Cl)=[N:19][CH:20]=1.Cl.C(O)CCC.CO. Product: [Br:14][C:15]1[C:16]([O:22][C@H:23]([CH3:27])[C@H:24]([OH:26])[CH3:25])=[N:17][C:18]([NH:1][C:2]2[CH:7]=[CH:6][C:5]([S:8]([CH3:11])(=[NH:10])=[O:9])=[C:4]([O:12][CH3:13])[CH:3]=2)=[N:19][CH:20]=1. The catalyst class is: 880. (2) Reactant: [H-].[Na+].C(OP([CH2:11][C:12]([O:14][CH2:15][CH3:16])=[O:13])(OCC)=O)C.[Cl:17][C:18]1[CH:25]=[CH:24][CH:23]=[CH:22][C:19]=1[CH:20]=O. Product: [Cl:17][C:18]1[CH:25]=[CH:24][CH:23]=[CH:22][C:19]=1/[CH:20]=[CH:11]/[C:12]([O:14][CH2:15][CH3:16])=[O:13]. The catalyst class is: 1. (3) Reactant: C[O:2][C:3]([C:5]1([NH:14][C:15](=[O:34])[C:16]2[CH:21]=[CH:20][C:19]([O:22][CH3:23])=[C:18]([O:24][CH2:25][CH2:26][C:27]3[CH:28]=[C:29]([CH3:33])[CH:30]=[CH:31][CH:32]=3)[CH:17]=2)[CH2:13][C:12]2[C:7](=[CH:8][CH:9]=[CH:10][CH:11]=2)[CH2:6]1)=[O:4].[OH-].[Li+]. Product: [CH3:23][O:22][C:19]1[CH:20]=[CH:21][C:16]([C:15]([NH:14][C:5]2([C:3]([OH:4])=[O:2])[CH2:6][C:7]3[C:12](=[CH:11][CH:10]=[CH:9][CH:8]=3)[CH2:13]2)=[O:34])=[CH:17][C:18]=1[O:24][CH2:25][CH2:26][C:27]1[CH:28]=[C:29]([CH3:33])[CH:30]=[CH:31][CH:32]=1. The catalyst class is: 12. (4) Reactant: [Cl:1][C:2]1[CH:10]=[CH:9][C:5]([C:6](O)=[O:7])=[C:4]([F:11])[C:3]=1[N+:12]([O-:14])=[O:13].CN(C=O)C.C(Cl)(=O)C([Cl:23])=O. Product: [Cl:1][C:2]1[CH:10]=[CH:9][C:5]([C:6]([Cl:23])=[O:7])=[C:4]([F:11])[C:3]=1[N+:12]([O-:14])=[O:13]. The catalyst class is: 2. (5) Reactant: [NH2:1][C:2]1[CH:3]=[C:4]2[C:9](=[CH:10][CH:11]=1)[C:8](=[O:12])[NH:7][CH:6]=[CH:5]2.[CH2:13]([N:20]=[C:21]=[O:22])[C:14]1[CH:19]=[CH:18][CH:17]=[CH:16][CH:15]=1. Product: [CH2:13]([NH:20][C:21]([NH:1][C:2]1[CH:3]=[C:4]2[C:9](=[CH:10][CH:11]=1)[C:8](=[O:12])[NH:7][CH:6]=[CH:5]2)=[O:22])[C:14]1[CH:19]=[CH:18][CH:17]=[CH:16][CH:15]=1. The catalyst class is: 44.